From a dataset of Full USPTO retrosynthesis dataset with 1.9M reactions from patents (1976-2016). Predict the reactants needed to synthesize the given product. (1) Given the product [OH:42][CH2:37][C:33]1[CH:32]=[C:31]([C:2]2[N:10]=[C:9]3[C:5]([N:6]=[CH:7][N:8]3[CH:11]3[CH2:16][CH2:15][N:14]([C:17]([O:19][C:20]([CH3:23])([CH3:22])[CH3:21])=[O:18])[CH2:13][CH2:12]3)=[C:4]([N:24]3[CH2:29][CH2:28][O:27][CH2:26][CH2:25]3)[N:3]=2)[CH:36]=[CH:35][CH:34]=1, predict the reactants needed to synthesize it. The reactants are: Cl[C:2]1[N:10]=[C:9]2[C:5]([N:6]=[CH:7][N:8]2[CH:11]2[CH2:16][CH2:15][N:14]([C:17]([O:19][C:20]([CH3:23])([CH3:22])[CH3:21])=[O:18])[CH2:13][CH2:12]2)=[C:4]([N:24]2[CH2:29][CH2:28][O:27][CH2:26][CH2:25]2)[N:3]=1.O[C:31]1[CH:32]=[C:33]([CH2:37]B(O)O)[CH:34]=[CH:35][CH:36]=1.C(=O)([O-])[O-:42].[Na+].[Na+]. (2) Given the product [O:17]=[C:16]1[C:15]([CH2:18][C:19]2[CH:20]=[CH:21][C:22]([C:25]3[C:26]([C:31]#[N:32])=[CH:27][CH:28]=[CH:29][CH:30]=3)=[CH:23][CH:24]=2)=[C:14]([CH2:33][CH2:34][CH3:35])[N:13]2[N:36]=[CH:37][N:38]=[C:12]2[N:11]1[CH:8]1[CH2:7][CH2:6][C:5](=[O:4])[CH2:10][CH2:9]1, predict the reactants needed to synthesize it. The reactants are: O1[C:5]2([CH2:10][CH2:9][CH:8]([N:11]3[C:16](=[O:17])[C:15]([CH2:18][C:19]4[CH:24]=[CH:23][C:22]([C:25]5[C:26]([C:31]#[N:32])=[CH:27][CH:28]=[CH:29][CH:30]=5)=[CH:21][CH:20]=4)=[C:14]([CH2:33][CH2:34][CH3:35])[N:13]4[N:36]=[CH:37][N:38]=[C:12]34)[CH2:7][CH2:6]2)[O:4]CC1.Cl.O1CCCC1. (3) Given the product [Cl:36][C:32]1[CH:33]=[C:34]2[C:29](=[CH:30][CH:31]=1)[NH:28][C:27]([C:25]([NH:24][NH:23][C:21]([C:16]1[CH:17]=[CH:18][CH:19]=[CH:20][C:15]=1[NH:14][C:13]([O:12][CH2:11][C:10]([CH3:39])([CH3:38])[C:9]([OH:40])=[O:8])=[O:37])=[O:22])=[O:26])=[CH:35]2, predict the reactants needed to synthesize it. The reactants are: C([O:8][C:9](=[O:40])[C:10]([CH3:39])([CH3:38])[CH2:11][O:12][C:13](=[O:37])[NH:14][C:15]1[CH:20]=[CH:19][CH:18]=[CH:17][C:16]=1[C:21]([NH:23][NH:24][C:25]([C:27]1[NH:28][C:29]2[C:34]([CH:35]=1)=[CH:33][C:32]([Cl:36])=[CH:31][CH:30]=2)=[O:26])=[O:22])C1C=CC=CC=1.